This data is from NCI-60 drug combinations with 297,098 pairs across 59 cell lines. The task is: Regression. Given two drug SMILES strings and cell line genomic features, predict the synergy score measuring deviation from expected non-interaction effect. (1) Drug 1: C1=CN(C(=O)N=C1N)C2C(C(C(O2)CO)O)O.Cl. Drug 2: CC1=C(C(=O)C2=C(C1=O)N3CC4C(C3(C2COC(=O)N)OC)N4)N. Cell line: SR. Synergy scores: CSS=75.2, Synergy_ZIP=3.06, Synergy_Bliss=4.00, Synergy_Loewe=-4.07, Synergy_HSA=3.10. (2) Drug 1: CS(=O)(=O)OCCCCOS(=O)(=O)C. Cell line: HOP-92. Drug 2: CCC1(C2=C(COC1=O)C(=O)N3CC4=CC5=C(C=CC(=C5CN(C)C)O)N=C4C3=C2)O.Cl. Synergy scores: CSS=10.7, Synergy_ZIP=-5.47, Synergy_Bliss=-0.774, Synergy_Loewe=-3.69, Synergy_HSA=0.427. (3) Drug 1: CS(=O)(=O)C1=CC(=C(C=C1)C(=O)NC2=CC(=C(C=C2)Cl)C3=CC=CC=N3)Cl. Drug 2: C1=NC2=C(N1)C(=S)N=CN2. Cell line: UACC62. Synergy scores: CSS=3.69, Synergy_ZIP=-10.3, Synergy_Bliss=-20.8, Synergy_Loewe=-36.0, Synergy_HSA=-21.5. (4) Drug 1: C1CCC(CC1)NC(=O)N(CCCl)N=O. Drug 2: CCC1(CC2CC(C3=C(CCN(C2)C1)C4=CC=CC=C4N3)(C5=C(C=C6C(=C5)C78CCN9C7C(C=CC9)(C(C(C8N6C)(C(=O)OC)O)OC(=O)C)CC)OC)C(=O)OC)O.OS(=O)(=O)O. Cell line: HCT-15. Synergy scores: CSS=16.8, Synergy_ZIP=-3.58, Synergy_Bliss=3.32, Synergy_Loewe=0.668, Synergy_HSA=2.24. (5) Drug 1: CCC1(CC2CC(C3=C(CCN(C2)C1)C4=CC=CC=C4N3)(C5=C(C=C6C(=C5)C78CCN9C7C(C=CC9)(C(C(C8N6C)(C(=O)OC)O)OC(=O)C)CC)OC)C(=O)OC)O.OS(=O)(=O)O. Drug 2: CC1CCC2CC(C(=CC=CC=CC(CC(C(=O)C(C(C(=CC(C(=O)CC(OC(=O)C3CCCCN3C(=O)C(=O)C1(O2)O)C(C)CC4CCC(C(C4)OC)O)C)C)O)OC)C)C)C)OC. Cell line: HOP-62. Synergy scores: CSS=8.62, Synergy_ZIP=3.04, Synergy_Bliss=8.44, Synergy_Loewe=-2.87, Synergy_HSA=0.668. (6) Drug 1: C1CC(=O)NC(=O)C1N2CC3=C(C2=O)C=CC=C3N. Drug 2: CS(=O)(=O)OCCCCOS(=O)(=O)C. Cell line: BT-549. Synergy scores: CSS=7.03, Synergy_ZIP=-1.54, Synergy_Bliss=3.86, Synergy_Loewe=4.02, Synergy_HSA=4.29. (7) Drug 2: CC1C(C(CC(O1)OC2CC(CC3=C2C(=C4C(=C3O)C(=O)C5=C(C4=O)C(=CC=C5)OC)O)(C(=O)C)O)N)O.Cl. Synergy scores: CSS=53.2, Synergy_ZIP=-6.02, Synergy_Bliss=0.202, Synergy_Loewe=-9.21, Synergy_HSA=3.20. Cell line: CAKI-1. Drug 1: CC12CCC3C(C1CCC2=O)CC(=C)C4=CC(=O)C=CC34C.